This data is from Forward reaction prediction with 1.9M reactions from USPTO patents (1976-2016). The task is: Predict the product of the given reaction. (1) Given the reactants Cl[C:2]1[N:7]=[C:6]([NH:8][C:9]2[CH:18]=[CH:17][CH:16]=[CH:15][C:10]=2OCC#N)[C:5]([Cl:19])=[CH:4][N:3]=1.[C:20]([N:23]1[CH2:30][CH2:29][C:28](=[O:31])[NH:27][CH2:26][C:25]2[CH:32]=[C:33]([NH2:36])[CH:34]=[CH:35][C:24]1=2)(=[O:22])[CH3:21], predict the reaction product. The product is: [C:20]([N:23]1[CH2:30][CH2:29][C:28](=[O:31])[NH:27][CH2:26][C:25]2[CH:32]=[C:33]([NH:36][C:2]3[N:7]=[C:6]([NH:8][C:9]4[CH:18]=[CH:17][CH:16]=[CH:15][C:10]=4[CH2:6][CH2:5][C:4]#[N:3])[C:5]([Cl:19])=[CH:4][N:3]=3)[CH:34]=[CH:35][C:24]1=2)(=[O:22])[CH3:21]. (2) Given the reactants [N:1]1([C:7]([C:9]2[CH:21]=[CH:20][C:12]([C:13]([O:15]C(C)(C)C)=[O:14])=[CH:11][N:10]=2)=[O:8])[CH2:6][CH2:5][O:4][CH2:3][CH2:2]1.Cl, predict the reaction product. The product is: [N:1]1([C:7]([C:9]2[CH:21]=[CH:20][C:12]([C:13]([OH:15])=[O:14])=[CH:11][N:10]=2)=[O:8])[CH2:6][CH2:5][O:4][CH2:3][CH2:2]1. (3) Given the reactants [Br:1][CH2:2][CH2:3][O:4][C:5]1[CH:10]=[CH:9][C:8]([N+:11]([O-])=O)=[CH:7][C:6]=1[O:14][CH3:15].[H][H], predict the reaction product. The product is: [Br:1][CH2:2][CH2:3][O:4][C:5]1[CH:10]=[CH:9][C:8]([NH2:11])=[CH:7][C:6]=1[O:14][CH3:15]. (4) Given the reactants [Br:1][C:2]1[C:3]([O:10][CH2:11][CH:12]([CH3:14])[CH3:13])=[CH:4][C:5]([CH3:9])=[N+:6]([O-])[CH:7]=1.C(OC(=O)C)(=[O:17])C, predict the reaction product. The product is: [Br:1][C:2]1[C:3]([O:10][CH2:11][CH:12]([CH3:14])[CH3:13])=[CH:4][C:5]([CH2:9][OH:17])=[N:6][CH:7]=1. (5) Given the reactants [Br:1][C:2]1[CH:7]=[C:6]([CH3:8])[N:5]=[C:4]([OH:9])[CH:3]=1.[CH3:10][C:11]([Si:14](Cl)([CH3:16])[CH3:15])([CH3:13])[CH3:12].C(N(CC)CC)C, predict the reaction product. The product is: [Br:1][C:2]1[CH:7]=[C:6]([CH3:8])[N:5]=[C:4]([O:9][Si:14]([C:11]([CH3:13])([CH3:12])[CH3:10])([CH3:16])[CH3:15])[CH:3]=1. (6) Given the reactants Br[C:2]1[CH:7]=[C:6]([CH2:8][N:9]2[C:17](=[O:18])[C:16]3[C:11](=[CH:12][CH:13]=[CH:14][CH:15]=3)[C:10]2=[O:19])[C:5]([F:20])=[CH:4][N:3]=1.Cl.[F:22][C:23]1([F:34])[CH:28]([O:29][C:30]([F:33])([F:32])[F:31])[CH2:27][CH2:26][NH:25][CH2:24]1.C(Cl)(Cl)Cl.COC1C=CC=C(OC)C=1C1C=CC=CC=1P(C1CCCCC1)C1CCCCC1.C([O-])([O-])=O.[Cs+].[Cs+], predict the reaction product. The product is: [F:34][C:23]1([F:22])[CH:28]([O:29][C:30]([F:31])([F:32])[F:33])[CH2:27][CH2:26][N:25]([C:2]2[CH:7]=[C:6]([CH2:8][N:9]3[C:17](=[O:18])[C:16]4[C:11](=[CH:12][CH:13]=[CH:14][CH:15]=4)[C:10]3=[O:19])[C:5]([F:20])=[CH:4][N:3]=2)[CH2:24]1. (7) Given the reactants [CH:1]([N:14]1[CH2:19][CH2:18][N:17]([CH2:20][CH:21]2[O:25][C:24](=[O:26])[N:23]([CH:27]([CH3:29])[CH3:28])[CH2:22]2)[CH2:16][CH2:15]1)([C:8]1[CH:13]=[CH:12][CH:11]=[CH:10][CH:9]=1)[C:2]1[CH:7]=[CH:6][CH:5]=[CH:4][CH:3]=1.[CH:30]1(N2CC(CO)OC2=O)CCC[CH2:31]1.OCC1OC(=O)N(C(C)C)C1, predict the reaction product. The product is: [CH:1]([N:14]1[CH2:19][CH2:18][N:17]([CH2:20][CH:21]2[O:25][C:24](=[O:26])[N:23]([CH:27]3[CH2:29][CH2:31][CH2:30][CH2:28]3)[CH2:22]2)[CH2:16][CH2:15]1)([C:8]1[CH:9]=[CH:10][CH:11]=[CH:12][CH:13]=1)[C:2]1[CH:7]=[CH:6][CH:5]=[CH:4][CH:3]=1. (8) Given the reactants [Cl:1][C:2]1[CH:3]=[C:4]([C:13]([OH:15])=[O:14])[C:5]2[O:9][C:8]([CH3:11])([CH3:10])[CH2:7][C:6]=2[CH:12]=1.S(Cl)(Cl)=O.[CH3:20]O, predict the reaction product. The product is: [Cl:1][C:2]1[CH:3]=[C:4]([C:13]([O:15][CH3:20])=[O:14])[C:5]2[O:9][C:8]([CH3:11])([CH3:10])[CH2:7][C:6]=2[CH:12]=1. (9) Given the reactants [CH3:1][C:2]([CH3:46])=[CH:3][CH2:4][CH2:5]/[C:6](/[CH3:45])=[CH:7]/[CH2:8][CH2:9]/[C:10](/[CH3:44])=[CH:11]/[CH2:12][CH2:13]/[C:14](/[CH3:43])=[CH:15]/[CH2:16][CH2:17]/[C:18](/[CH3:42])=[CH:19]/[CH2:20][CH2:21]/[C:22](/[CH3:41])=[CH:23]/[CH2:24][CH2:25]/[C:26](/[CH3:40])=[CH:27]/[CH2:28][CH2:29]/[C:30](/[CH3:39])=[CH:31]/[CH2:32][CH2:33]/[C:34](/[CH3:38])=[CH:35]/[CH2:36]O.[CH3:47][O:48][CH:49]1[C:54]([O:55][CH3:56])=[C:53]([OH:57])[CH:52]=[CH:51][C:50]1([OH:59])C.[CH3:60]CCCCC, predict the reaction product. The product is: [CH3:56][O:55][C:54]1[C:49]([O:48][CH3:47])=[C:50]([OH:59])[C:51]([CH3:60])=[C:52]([CH2:36]/[CH:35]=[C:34](\[CH3:38])/[CH2:33][CH2:32]/[CH:31]=[C:30](\[CH3:39])/[CH2:29][CH2:28]/[CH:27]=[C:26](\[CH3:40])/[CH2:25][CH2:24]/[CH:23]=[C:22](\[CH3:41])/[CH2:21][CH2:20]/[CH:19]=[C:18](\[CH3:42])/[CH2:17][CH2:16]/[CH:15]=[C:14](\[CH3:43])/[CH2:13][CH2:12]/[CH:11]=[C:10](\[CH3:44])/[CH2:9][CH2:8]/[CH:7]=[C:6](\[CH3:45])/[CH2:5][CH2:4][CH:3]=[C:2]([CH3:46])[CH3:1])[C:53]=1[OH:57].